This data is from Forward reaction prediction with 1.9M reactions from USPTO patents (1976-2016). The task is: Predict the product of the given reaction. (1) Given the reactants [Si:1]([O:8][CH2:9][CH2:10][N:11]1[N:27]=[CH:26][C:25]2[NH:24][C:23](=[O:28])[C@H:22]([CH3:29])[CH:21]=[CH:20][CH2:19][C@H:18]([NH:30][C:31](=[O:37])[O:32][C:33]([CH3:36])([CH3:35])[CH3:34])[C:17]3[CH:38]=[C:13]([CH:14]=[CH:15][N:16]=3)[C:12]1=2)([C:4]([CH3:7])([CH3:6])[CH3:5])([CH3:3])[CH3:2], predict the reaction product. The product is: [Si:1]([O:8][CH2:9][CH2:10][N:11]1[N:27]=[CH:26][C:25]2[NH:24][C:23](=[O:28])[C@H:22]([CH3:29])[CH2:21][CH2:20][CH2:19][C@H:18]([NH:30][C:31](=[O:37])[O:32][C:33]([CH3:36])([CH3:35])[CH3:34])[C:17]3[CH:38]=[C:13]([CH:14]=[CH:15][N:16]=3)[C:12]1=2)([C:4]([CH3:6])([CH3:7])[CH3:5])([CH3:3])[CH3:2]. (2) Given the reactants [C:1]([Si:5]([O:18][CH2:19][CH:20]1[CH2:25][CH2:24][C:23]([CH3:26])=[CH:22][CH2:21]1)([C:12]1[CH:17]=[CH:16][CH:15]=[CH:14][CH:13]=1)[C:6]1[CH:11]=[CH:10][CH:9]=[CH:8][CH:7]=1)([CH3:4])([CH3:3])[CH3:2].B.C1C[O:31]CC1.[OH-].[Na+].OO, predict the reaction product. The product is: [Si:5]([O:18][CH2:19][CH:20]1[CH2:25][CH:24]([OH:31])[CH:23]([CH3:26])[CH2:22][CH2:21]1)([C:1]([CH3:4])([CH3:2])[CH3:3])([C:12]1[CH:17]=[CH:16][CH:15]=[CH:14][CH:13]=1)[C:6]1[CH:11]=[CH:10][CH:9]=[CH:8][CH:7]=1. (3) The product is: [OH:40][C:34]([CH2:41][OH:42])([CH2:35][OH:36])[CH2:33][CH2:32][C:29]1[CH:30]=[CH:31][C:26]([C@H:9]2[N:10]([C:13]3[CH:14]=[CH:15][C:16]([CH2:19][CH2:20][C:21]4[NH:25][N:24]=[CH:23][N:22]=4)=[CH:17][CH:18]=3)[C:11](=[O:12])[C@@H:8]2[CH2:7][CH2:6][C@@H:5]([C:46]2[CH:51]=[CH:50][C:49]([F:52])=[CH:48][CH:47]=2)[OH:4])=[CH:27][CH:28]=1. Given the reactants C([O:4][C@H:5]([C:46]1[CH:51]=[CH:50][C:49]([F:52])=[CH:48][CH:47]=1)[CH2:6][CH2:7][C@H:8]1[C:11](=[O:12])[N:10]([C:13]2[CH:18]=[CH:17][C:16]([CH2:19][CH2:20][C:21]3[NH:25][N:24]=[CH:23][N:22]=3)=[CH:15][CH:14]=2)[C@@H:9]1[C:26]1[CH:31]=[CH:30][C:29]([CH2:32][CH2:33][C:34]([CH2:41][O:42]C(=O)C)([OH:40])[CH2:35][O:36]C(=O)C)=[CH:28][CH:27]=1)(=O)C.Cl, predict the reaction product. (4) Given the reactants [CH3:1]N(C)CCO.[CH:7]1[CH:12]=[C:11]2[C:13]3[N:28]=[C:27]([C:10]2=[CH:9][CH:8]=1)[N:26]=[C:25]1[C:29]2[C:34]([C:23](=[N:24]1)[N:22]=[C:21]1[C:35]4[C:40]([C:19](=[N:20]1)[N:18]=[C:17]1[C:41]5[C:46]([C:15](=[N:16]1)[N:14]=3)=[CH:45][CH:44]=[CH:43][CH:42]=5)=[CH:39][CH:38]=[CH:37][CH:36]=4)=[CH:33][CH:32]=[CH:31][CH:30]=2.[Cu:47].Cl.[OH-].[Na+], predict the reaction product. The product is: [CH:44]1[CH:45]=[C:46]2[C:15]3[N:16]=[C:17]([C:41]2=[CH:42][CH:43]=1)[N:18]=[C:19]1[C:40]2[C:35]([C:21](=[N:20]1)[N:22]=[C:23]1[C:34]4[C:29]([C:25](=[N:24]1)[N:26]=[C:27]1[C:10]5[C:11]([C:13](=[N:28]1)[N:14]=3)=[CH:12][CH:7]=[CH:8][CH:9]=5)=[CH:30][CH:31]=[CH:32][CH:33]=4)=[CH:36][CH:37]=[CH:38][CH:39]=2.[Cu:47].[CH4:1]. (5) Given the reactants [CH2:1]([O:8][C:9](=[O:19])[CH2:10][C:11]1([OH:18])[CH2:16][CH2:15][C:14](=O)[CH2:13][CH2:12]1)[C:2]1[CH:7]=[CH:6][CH:5]=[CH:4][CH:3]=1.[C:20]([NH:27][CH2:28][CH2:29][NH2:30])([O:22][C:23]([CH3:26])([CH3:25])[CH3:24])=[O:21].C(O[BH-](OC(=O)C)OC(=O)C)(=O)C.[Na+], predict the reaction product. The product is: [CH2:1]([O:8][C:9](=[O:19])[CH2:10][C:11]1([OH:18])[CH2:16][CH2:15][CH:14]([NH:30][CH2:29][CH2:28][NH:27][C:20]([O:22][C:23]([CH3:26])([CH3:25])[CH3:24])=[O:21])[CH2:13][CH2:12]1)[C:2]1[CH:7]=[CH:6][CH:5]=[CH:4][CH:3]=1. (6) Given the reactants [CH3:1][O:2][C:3]1[CH:4]=[C:5]([C:9]2([C:21]#[N:22])[CH2:14][CH2:13][N:12]([C:15]3[N:20]=[CH:19][CH:18]=[CH:17][N:16]=3)[CH2:11][CH2:10]2)[CH:6]=[CH:7][CH:8]=1.[Br:23]N1C(=O)CCC1=O.C(=O)([O-])O.[Na+], predict the reaction product. The product is: [Br:23][C:18]1[CH:19]=[N:20][C:15]([N:12]2[CH2:11][CH2:10][C:9]([C:5]3[CH:6]=[CH:7][CH:8]=[C:3]([O:2][CH3:1])[CH:4]=3)([C:21]#[N:22])[CH2:14][CH2:13]2)=[N:16][CH:17]=1.